This data is from Catalyst prediction with 721,799 reactions and 888 catalyst types from USPTO. The task is: Predict which catalyst facilitates the given reaction. (1) Reactant: C([Mg]Cl)(C)C.[CH:6]([C:9]1([CH:17]=[O:18])[CH2:14][CH2:13][C:12]([CH3:15])=[CH:11][CH:10]1[CH3:16])([CH3:8])[CH3:7]. Product: [CH:6]([C:9]1([CH2:17][OH:18])[CH2:14][CH2:13][C:12]([CH3:15])=[CH:11][CH:10]1[CH3:16])([CH3:8])[CH3:7]. The catalyst class is: 7. (2) Reactant: [C:1]1([C:7]2([C:13]([OH:15])=O)[CH2:12][CH2:11][CH2:10][CH2:9][CH2:8]2)[CH:6]=[CH:5][CH:4]=[CH:3][CH:2]=1.C(Cl)(=O)C(Cl)=O.C(N(CC)CC)C.[NH2:29][C:30]1[C:39]2[C:34](=[CH:35][CH:36]=[CH:37][CH:38]=2)[CH:33]=[CH:32][N:31]=1. Product: [C:30]1([NH:29][C:13]([C:7]2([C:1]3[CH:2]=[CH:3][CH:4]=[CH:5][CH:6]=3)[CH2:8][CH2:9][CH2:10][CH2:11][CH2:12]2)=[O:15])[C:39]2[C:34](=[CH:35][CH:36]=[CH:37][CH:38]=2)[CH:33]=[CH:32][N:31]=1. The catalyst class is: 306. (3) Reactant: Cl[C:2](Cl)([O:4]C(=O)OC(Cl)(Cl)Cl)Cl.[F:13][C:14]([F:22])([F:21])[CH:15]([OH:20])[C:16]([F:19])([F:18])[F:17].N1C=CC=CC=1.[N:29]1([C:35]([O:37][C:38]([CH3:41])([CH3:40])[CH3:39])=[O:36])[CH2:34][CH2:33][NH:32][CH2:31][CH2:30]1. Product: [N:29]1([C:35]([O:37][C:38]([CH3:41])([CH3:40])[CH3:39])=[O:36])[CH2:34][CH2:33][N:32]([C:2]([O:20][CH:15]([C:16]([F:19])([F:18])[F:17])[C:14]([F:22])([F:21])[F:13])=[O:4])[CH2:31][CH2:30]1. The catalyst class is: 4. (4) Reactant: Br[C:2]1[CH:3]=[C:4]([CH2:8][CH2:9][O:10][CH:11]2[CH2:16][CH2:15][CH2:14][CH2:13][O:12]2)[CH:5]=[CH:6][CH:7]=1.C([Li])CCC.CN(C)[CH:24]=[O:25]. Product: [O:12]1[CH2:13][CH2:14][CH2:15][CH2:16][CH:11]1[O:10][CH2:9][CH2:8][C:4]1[CH:3]=[C:2]([CH:7]=[CH:6][CH:5]=1)[CH:24]=[O:25]. The catalyst class is: 7. (5) Reactant: [CH3:1][O:2][C:3](=[O:17])[C:4]1[CH:9]=[CH:8][C:7]([C:10]([OH:16])([C:12]([O:14]C)=[O:13])[CH3:11])=[CH:6][CH:5]=1.[OH-].[Li+]. Product: [CH3:1][O:2][C:3](=[O:17])[C:4]1[CH:5]=[CH:6][C:7]([C:10]([C:12]([OH:14])=[O:13])([OH:16])[CH3:11])=[CH:8][CH:9]=1. The catalyst class is: 20. (6) Reactant: C([O:3][C:4](=O)/[CH:5]=[CH:6]/[C:7]1[CH:12]=[CH:11][C:10]([C:13]([F:16])([F:15])[F:14])=[CH:9][CH:8]=1)C.[H-].C([Al+]CC(C)C)C(C)C.O.[OH-].[Na+]. The catalyst class is: 11. Product: [F:14][C:13]([F:15])([F:16])[C:10]1[CH:9]=[CH:8][C:7](/[CH:6]=[CH:5]/[CH2:4][OH:3])=[CH:12][CH:11]=1. (7) Reactant: [CH:1]1([SH:7])[CH2:6][CH2:5][CH2:4][CH2:3][CH2:2]1.[H-].[Na+].[Cl:10][C:11]1[CH:12]=[C:13]2[C:18](=[CH:19][CH:20]=1)[NH:17][C:16](=[O:21])[C:15]([CH2:22][CH2:23][CH3:24])=[C:14]2Br. Product: [Cl:10][C:11]1[CH:12]=[C:13]2[C:18](=[CH:19][CH:20]=1)[NH:17][C:16](=[O:21])[C:15]([CH2:22][CH2:23][CH3:24])=[C:14]2[S:7][CH:1]1[CH2:6][CH2:5][CH2:4][CH2:3][CH2:2]1. The catalyst class is: 3. (8) Reactant: COCCN(S(F)(F)F)CCOC.B(F)(F)F.CCOCC.[C:23]([C@@H:26]1[C@@H:34]2[C@@:29]([C:44]3[CH:49]=[C:48]([Br:50])[CH:47]=[CH:46][C:45]=3[F:51])([N:30]=[C:31]([NH:35][C:36](=[O:43])[C:37]3[CH:42]=[CH:41][CH:40]=[CH:39][CH:38]=3)[S:32][CH2:33]2)[CH2:28][O:27]1)(=O)[CH3:24].[FH:52].[FH:53].F.C(N(CC)CC)C.[Cl-].[NH4+]. Product: [Br:50][C:48]1[CH:47]=[CH:46][C:45]([F:51])=[C:44]([C@:29]23[CH2:28][O:27][C@H:26]([C:23]([F:53])([F:52])[CH3:24])[C@H:34]2[CH2:33][S:32][C:31]([NH:35][C:36](=[O:43])[C:37]2[CH:42]=[CH:41][CH:40]=[CH:39][CH:38]=2)=[N:30]3)[CH:49]=1. The catalyst class is: 4. (9) Reactant: [ClH:1].[CH3:2][C:3]1[CH:16]=[CH:15][C:14]2[C@@H:13]3[C@H:8]([CH2:9][CH2:10][C:11]4[CH:20]=[C:19]([O:21]C)[C:18]([O:23]C)=[CH:17][C:12]=43)[NH:7][CH2:6][C:5]=2[CH:4]=1.B(Br)(Br)Br.CO. Product: [ClH:1].[CH3:2][C:3]1[CH:16]=[CH:15][C:14]2[C@@H:13]3[C@H:8]([CH2:9][CH2:10][C:11]4[CH:20]=[C:19]([OH:21])[C:18]([OH:23])=[CH:17][C:12]=43)[NH:7][CH2:6][C:5]=2[CH:4]=1. The catalyst class is: 4. (10) Reactant: CN(C(ON1N=NC2C=CC=CC1=2)=[N+](C)C)C.[B-](F)(F)(F)F.C1C=CC2N(O)N=NC=2C=1.[N:33]1[C:42]2[C:37](=[CH:38][C:39]([C:43]([OH:45])=O)=[CH:40][CH:41]=2)[CH:36]=[CH:35][CH:34]=1.C(N(C(C)C)CC)(C)C.[ClH:55].Cl.[NH2:57][CH:58]1[CH:63]2[CH2:64][CH2:65][N:60]([CH2:61][CH2:62]2)[CH2:59]1. Product: [ClH:55].[N:60]12[CH2:65][CH2:64][CH:63]([CH2:62][CH2:61]1)[CH:58]([NH:57][C:43]([C:39]1[CH:38]=[C:37]3[C:42](=[CH:41][CH:40]=1)[N:33]=[CH:34][CH:35]=[CH:36]3)=[O:45])[CH2:59]2. The catalyst class is: 3.